This data is from Reaction yield outcomes from USPTO patents with 853,638 reactions. The task is: Predict the reaction yield, written as a fraction of the theoretical maximum amount of product (1.0 means a 100% yield; for example, 0.34 means a 34% yield). (1) The reactants are [Cl:1][C:2]1[CH:3]=[CH:4][C:5]2[O:9][C:8]([SH:10])=[C:7]([CH3:11])[C:6]=2[CH:12]=1.Cl[C:14]1[N:15]=[N:16][C:17](OC)=[CH:18][CH:19]=1.C(=O)([O-])[O-].[K+].[K+]. The catalyst is CN(C)C=O. The product is [Cl:1][C:2]1[CH:3]=[CH:4][C:5]2[O:9][C:8]([S:10][C:17]3[N:16]=[N:15][CH:14]=[CH:19][CH:18]=3)=[C:7]([CH3:11])[C:6]=2[CH:12]=1. The yield is 0.930. (2) The reactants are C(OC([N:11]1[CH2:16][CH2:15][CH:14]([NH:17][C:18]([C:20]2[C:21]([CH:25]=O)=[N:22][NH:23][CH:24]=2)=[O:19])[CH2:13][CH2:12]1)=O)C1C=CC=CC=1.[CH2:27]([O:29][C:30](=[O:39])[C:31]1[CH:36]=[CH:35][C:34]([NH2:37])=[C:33]([NH2:38])[CH:32]=1)[CH3:28].S(=O)(O)[O-].[Na+].[C:45](#N)C. No catalyst specified. The product is [CH2:27]([O:29][C:30]([C:31]1[CH:36]=[CH:35][C:34]2[N:37]=[C:45]([C:24]3[C:20]([C:18](=[O:19])[NH:17][CH:14]4[CH2:13][CH2:12][NH:11][CH2:16][CH2:15]4)=[C:21]([CH3:25])[NH:22][N:23]=3)[NH:38][C:33]=2[CH:32]=1)=[O:39])[CH3:28]. The yield is 0.150.